Dataset: NCI-60 drug combinations with 297,098 pairs across 59 cell lines. Task: Regression. Given two drug SMILES strings and cell line genomic features, predict the synergy score measuring deviation from expected non-interaction effect. (1) Drug 1: C1=CC=C(C=C1)NC(=O)CCCCCCC(=O)NO. Drug 2: C1=CN(C=N1)CC(O)(P(=O)(O)O)P(=O)(O)O. Cell line: MDA-MB-435. Synergy scores: CSS=8.24, Synergy_ZIP=1.58, Synergy_Bliss=7.69, Synergy_Loewe=4.70, Synergy_HSA=4.77. (2) Drug 1: CC(CN1CC(=O)NC(=O)C1)N2CC(=O)NC(=O)C2. Synergy scores: CSS=55.5, Synergy_ZIP=3.44, Synergy_Bliss=5.97, Synergy_Loewe=-11.1, Synergy_HSA=2.55. Cell line: COLO 205. Drug 2: CN1C2=C(C=C(C=C2)N(CCCl)CCCl)N=C1CCCC(=O)O.Cl.